Predict the reactants needed to synthesize the given product. From a dataset of Full USPTO retrosynthesis dataset with 1.9M reactions from patents (1976-2016). (1) Given the product [CH3:7][CH2:2][Cl:1].[ClH:30].[Cl:1][C:2]1[CH:3]=[C:4]([N:8]2[CH2:13][CH2:12][N:11]([C:14]([C:16]3[C:20]([C:21]4[CH:26]=[CH:25][CH:24]=[CH:23][CH:22]=4)=[CH:19][N:18]([CH2:31][CH2:32][N:33]([CH3:35])[CH3:34])[CH:17]=3)=[O:15])[CH2:10][CH2:9]2)[CH:5]=[CH:6][CH:7]=1, predict the reactants needed to synthesize it. The reactants are: [Cl:1][C:2]1[CH:3]=[C:4]([N:8]2[CH2:13][CH2:12][N:11]([C:14]([C:16]3[C:20]([C:21]4[CH:26]=[CH:25][CH:24]=[CH:23][CH:22]=4)=[CH:19][NH:18][CH:17]=3)=[O:15])[CH2:10][CH2:9]2)[CH:5]=[CH:6][CH:7]=1.[H-].[Na+].Cl.[Cl:30][CH2:31][CH2:32][N:33]([CH3:35])[CH3:34]. (2) Given the product [CH3:23][C:17]1[CH:18]=[C:19]([CH3:22])[CH:20]=[CH:21][C:16]=1[N:13]1[CH2:14][CH2:15][N:10]([C:8]([C:5]2[CH:6]=[CH:7][C:2]([NH:31][C:28](=[O:30])[CH3:29])=[CH:3][C:4]=2[S:24]([CH3:27])(=[O:26])=[O:25])=[O:9])[CH2:11][CH2:12]1, predict the reactants needed to synthesize it. The reactants are: Br[C:2]1[CH:7]=[CH:6][C:5]([C:8]([N:10]2[CH2:15][CH2:14][N:13]([C:16]3[CH:21]=[CH:20][C:19]([CH3:22])=[CH:18][C:17]=3[CH3:23])[CH2:12][CH2:11]2)=[O:9])=[C:4]([S:24]([CH3:27])(=[O:26])=[O:25])[CH:3]=1.[C:28]([NH2:31])(=[O:30])[CH3:29]. (3) Given the product [NH2:1][C:2]1[N:6]([C:7]2[CH:8]=[C:9]([CH:16]=[CH:17][C:18]=2[CH3:19])[C:10]([NH:12][CH:13]2[CH2:15][CH2:14]2)=[O:11])[N:5]=[CH:4][C:3]=1[C:20](=[O:31])[C:21]1[CH:26]=[CH:25][CH:24]=[C:23]([O:27][CH2:28][CH2:29][N:36]2[CH2:37][CH2:38][N:33]([CH3:32])[CH2:34][CH2:35]2)[CH:22]=1, predict the reactants needed to synthesize it. The reactants are: [NH2:1][C:2]1[N:6]([C:7]2[CH:8]=[C:9]([CH:16]=[CH:17][C:18]=2[CH3:19])[C:10]([NH:12][CH:13]2[CH2:15][CH2:14]2)=[O:11])[N:5]=[CH:4][C:3]=1[C:20](=[O:31])[C:21]1[CH:26]=[CH:25][CH:24]=[C:23]([O:27][CH2:28][CH2:29]Br)[CH:22]=1.[CH3:32][N:33]1[CH2:38][CH2:37][NH:36][CH2:35][CH2:34]1.